Dataset: Forward reaction prediction with 1.9M reactions from USPTO patents (1976-2016). Task: Predict the product of the given reaction. (1) Given the reactants [CH3:1][C:2]([O:5][C:6]([NH:8][CH:9]1[CH2:13][CH:12]=[CH:11][CH2:10]1)=[O:7])([CH3:4])[CH3:3].[O:14]1CCCC1.B.[OH-].[Na+].OO, predict the reaction product. The product is: [C:2]([O:5][C:6](=[O:7])[NH:8][C@H:9]1[CH2:13][CH2:12][C@@H:11]([OH:14])[CH2:10]1)([CH3:1])([CH3:3])[CH3:4]. (2) Given the reactants [Br:1][C:2]1[CH:3]=[CH:4][C:5](/[CH:8]=[CH:9]/[CH:10]=O)=[N:6][CH:7]=1.[CH2:12]1[CH2:17][C@H:16]([C:18](O)=O)[NH:15][CH2:14][CH2:13]1.[CH3:21][N:22]1[C:26](=[O:27])C=[CH:24][C:23]1=[O:28], predict the reaction product. The product is: [Br:1][C:2]1[CH:3]=[CH:4][C:5](/[CH:8]=[CH:9]/[CH:10]2[N:15]3[CH:16]([CH2:17][CH2:12][CH2:13][CH2:14]3)[CH:18]3[C:26](=[O:27])[N:22]([CH3:21])[C:23](=[O:28])[CH:24]23)=[N:6][CH:7]=1. (3) The product is: [C:1]([O:5][C:6](=[O:22])[NH:7][C:8]1[CH:13]=[C:12]([N:14]([CH3:16])[CH3:15])[C:11]([C:17]([F:20])([F:19])[F:18])=[CH:10][C:9]=1[NH:21][C:28](=[O:27])[CH2:29][C:30]([C:32]1[CH:37]=[CH:36][CH:35]=[C:34]([C:38]2[CH:43]=[CH:42][N:41]=[C:40]([CH3:44])[CH:39]=2)[CH:33]=1)=[O:31])([CH3:4])([CH3:2])[CH3:3]. Given the reactants [C:1]([O:5][C:6](=[O:22])[NH:7][C:8]1[CH:13]=[C:12]([N:14]([CH3:16])[CH3:15])[C:11]([C:17]([F:20])([F:19])[F:18])=[CH:10][C:9]=1[NH2:21])([CH3:4])([CH3:3])[CH3:2].C([O:27][C:28](=O)[CH2:29][C:30]([C:32]1[CH:37]=[CH:36][CH:35]=[C:34]([C:38]2[CH:43]=[CH:42][N:41]=[C:40]([CH3:44])[CH:39]=2)[CH:33]=1)=[O:31])(C)(C)C, predict the reaction product.